From a dataset of Catalyst prediction with 721,799 reactions and 888 catalyst types from USPTO. Predict which catalyst facilitates the given reaction. Reactant: [Cl:1][C:2]1[CH:6]=[CH:5][S:4][CH:3]=1.[Li]CCCC.[Cl:12][C:13]1[N:18]=[C:17]([Cl:19])[CH:16]=[CH:15][N:14]=1.C(C1C(=O)C(Cl)=C(Cl)C(=O)C=1C#N)#N. Product: [Cl:12][C:13]1[N:18]=[C:17]([Cl:19])[CH:16]=[C:15]([C:3]2[S:4][CH:5]=[CH:6][C:2]=2[Cl:1])[N:14]=1. The catalyst class is: 116.